From a dataset of Acute oral toxicity (LD50) regression data from Zhu et al.. Regression/Classification. Given a drug SMILES string, predict its toxicity properties. Task type varies by dataset: regression for continuous values (e.g., LD50, hERG inhibition percentage) or binary classification for toxic/non-toxic outcomes (e.g., AMES mutagenicity, cardiotoxicity, hepatotoxicity). Dataset: ld50_zhu. (1) The drug is C#CCOS(=O)OC1CCCCC1Oc1ccc(C(C)(C)C)cc1. The rat oral LD50 is 2.37, given as -log10 of the dose in mol/kg body weight (higher means more acutely toxic). (2) The rat oral LD50 is 3.02, given as -log10 of the dose in mol/kg body weight (higher means more acutely toxic). The molecule is COc1cc2c3c(c1OC)-c1ccccc1CC3N(C)CC2. (3) The molecule is CCC1(c2ccccc2)C(=O)NC(=O)NC1=O. The rat oral LD50 is 3.16, given as -log10 of the dose in mol/kg body weight (higher means more acutely toxic). (4) The rat oral LD50 is 2.68, given as -log10 of the dose in mol/kg body weight (higher means more acutely toxic). The drug is CCCOC(=O)Cc1ccc(OCC(=O)N(CC)CC)c(OC)c1.